From a dataset of Forward reaction prediction with 1.9M reactions from USPTO patents (1976-2016). Predict the product of the given reaction. (1) Given the reactants Br[C:2]1[N:3]=[C:4]2[C:10]3[CH:11]=[CH:12][CH:13]=[CH:14][C:9]=3[NH:8][C:7]3[N:15]=[CH:16][CH:17]=[CH:18][C:6]=3[N:5]2[C:19]=1[C:20]1[CH:25]=[CH:24][C:23]([C:26]2([NH:30]C(=O)OC(C)(C)C)[CH2:29][CH2:28][CH2:27]2)=[CH:22][CH:21]=1.[N:38]1[C:47]2[C:42](=[CH:43][CH:44]=[CH:45][CH:46]=2)[CH:41]=[C:40](B(O)O)[CH:39]=1.[O-]P([O-])([O-])=O.[K+].[K+].[K+], predict the reaction product. The product is: [N:38]1[C:47]2[C:42](=[CH:43][CH:44]=[CH:45][CH:46]=2)[CH:41]=[C:40]([C:2]2[N:3]=[C:4]3[C:10]4[CH:11]=[CH:12][CH:13]=[CH:14][C:9]=4[NH:8][C:7]4[N:15]=[CH:16][CH:17]=[CH:18][C:6]=4[N:5]3[C:19]=2[C:20]2[CH:25]=[CH:24][C:23]([C:26]3([NH2:30])[CH2:29][CH2:28][CH2:27]3)=[CH:22][CH:21]=2)[CH:39]=1. (2) The product is: [CH3:38][N:39]([CH3:40])[C:28](=[O:30])[C:27]1[CH:26]=[CH:25][C:24]([N:21]2[CH2:22][CH2:23][CH:18]([N:15]3[CH2:16][CH2:17][C@@H:13]([NH:12][C:10](=[O:11])[CH2:9][NH:8][C:6](=[O:7])[C:5]4[CH:33]=[CH:34][CH:35]=[C:3]([C:2]([F:36])([F:37])[F:1])[CH:4]=4)[CH2:14]3)[CH2:19][CH2:20]2)=[CH:32][CH:31]=1. Given the reactants [F:1][C:2]([F:37])([F:36])[C:3]1[CH:4]=[C:5]([CH:33]=[CH:34][CH:35]=1)[C:6]([NH:8][CH2:9][C:10]([NH:12][C@@H:13]1[CH2:17][CH2:16][N:15]([CH:18]2[CH2:23][CH2:22][N:21]([C:24]3[CH:32]=[CH:31][C:27]([C:28]([OH:30])=O)=[CH:26][CH:25]=3)[CH2:20][CH2:19]2)[CH2:14]1)=[O:11])=[O:7].[CH3:38][N:39](C(ON1N=NC2C=CC=NC1=2)=[N+](C)C)[CH3:40].F[P-](F)(F)(F)(F)F.C(N(CC)C(C)C)(C)C.ON1C2C=CC=CC=2N=N1.CNC.C([O-])(O)=O.[Na+], predict the reaction product.